Dataset: Reaction yield outcomes from USPTO patents with 853,638 reactions. Task: Predict the reaction yield, written as a fraction of the theoretical maximum amount of product (1.0 means a 100% yield; for example, 0.34 means a 34% yield). (1) The reactants are [CH:1]([N:14]1[CH2:17][C:16](=O)[CH2:15]1)([C:8]1[CH:13]=[CH:12][CH:11]=[CH:10][CH:9]=1)[C:2]1[CH:7]=[CH:6][CH:5]=[CH:4][CH:3]=1.[CH2:19]([NH2:26])[C:20]1[CH:25]=[CH:24][CH:23]=[CH:22][CH:21]=1.C(O)(=O)C.[C-:31]#[N:32].[Na+]. The catalyst is CO. The product is [CH:1]([N:14]1[CH2:17][C:16]([NH:26][CH2:19][C:20]2[CH:25]=[CH:24][CH:23]=[CH:22][CH:21]=2)([C:31]#[N:32])[CH2:15]1)([C:8]1[CH:13]=[CH:12][CH:11]=[CH:10][CH:9]=1)[C:2]1[CH:7]=[CH:6][CH:5]=[CH:4][CH:3]=1. The yield is 0.720. (2) The reactants are [Li+].CC([N-]C(C)C)C.[CH:9]1([N:12]2[CH:16]=[CH:15][C:14]([C:17]([O:19][CH3:20])=[O:18])=[CH:13]2)[CH2:11][CH2:10]1.[Cl:21][C:22]1[CH:29]=[CH:28][C:25]([CH:26]=[O:27])=[CH:24][CH:23]=1. The catalyst is C1COCC1. The product is [Cl:21][C:22]1[CH:29]=[CH:28][C:25]([CH:26]([OH:27])[C:13]2[N:12]([CH:9]3[CH2:10][CH2:11]3)[CH:16]=[CH:15][C:14]=2[C:17]([O:19][CH3:20])=[O:18])=[CH:24][CH:23]=1. The yield is 0.790. (3) The reactants are Br[C:2]1[CH:7]=[CH:6][C:5]([C:8]([C:19]2[CH:24]=[CH:23][CH:22]=[CH:21][CH:20]=2)=[C:9]2[CH2:14][C:13]([CH3:16])([CH3:15])[CH2:12][C:11]([CH3:18])([CH3:17])[CH2:10]2)=[CH:4][CH:3]=1.[CH3:25][C:26]1[C:30](B(O)O)=[C:29]([CH3:34])[O:28][N:27]=1.C([O-])([O-])=O.[Na+].[Na+].C1COCC1. The catalyst is CCOC(C)=O.C1C=CC([P]([Pd]([P](C2C=CC=CC=2)(C2C=CC=CC=2)C2C=CC=CC=2)([P](C2C=CC=CC=2)(C2C=CC=CC=2)C2C=CC=CC=2)[P](C2C=CC=CC=2)(C2C=CC=CC=2)C2C=CC=CC=2)(C2C=CC=CC=2)C2C=CC=CC=2)=CC=1. The product is [CH3:25][C:26]1[C:30]([C:2]2[CH:3]=[CH:4][C:5]([C:8]([C:19]3[CH:20]=[CH:21][CH:22]=[CH:23][CH:24]=3)=[C:9]3[CH2:10][C:11]([CH3:18])([CH3:17])[CH2:12][C:13]([CH3:15])([CH3:16])[CH2:14]3)=[CH:6][CH:7]=2)=[C:29]([CH3:34])[O:28][N:27]=1. The yield is 0.680. (4) The reactants are [F:1][C:2]1[CH:3]=[N:4][N:5]([CH3:18])[C:6]=1[C:7]1[CH:12]=[C:11]([N+:13]([O-])=O)[CH:10]=[CH:9][C:8]=1[O:16][CH3:17].[OH-].[Na+].CCOC(C)=O. The catalyst is CCO. The product is [F:1][C:2]1[CH:3]=[N:4][N:5]([CH3:18])[C:6]=1[C:7]1[CH:12]=[C:11]([NH2:13])[CH:10]=[CH:9][C:8]=1[O:16][CH3:17]. The yield is 0.470. (5) The reactants are [OH-:1].[Na+:2].CN(C=[O:7])C.[CH:8]1[N:12]=[CH:11][N:10]([CH2:13][C:14]([P:20]([OH:23])([OH:22])=[O:21])([P:16]([OH:19])([OH:18])=[O:17])[OH:15])[CH:9]=1.CO. The catalyst is O. The product is [CH:8]1[N:12]=[CH:11][N:10]([CH2:13][C:14]([P:16]([O-:19])([OH:18])=[O:17])([P:20]([O-:22])([OH:23])=[O:21])[OH:15])[CH:9]=1.[OH2:7].[OH2:1].[OH2:7].[OH2:7].[Na+:2].[Na+:2]. The yield is 0.900.